This data is from Forward reaction prediction with 1.9M reactions from USPTO patents (1976-2016). The task is: Predict the product of the given reaction. Given the reactants [Br:1][C:2]1[CH:3]=[CH:4][C:5]2[O:11][CH2:10][CH:9]3[CH2:12][N:13](C(OC(C)(C)C)=O)[CH2:14][CH2:15][N:8]3[C:7](=[O:23])[C:6]=2[CH:24]=1.C(OCC)(=O)C.[ClH:31], predict the reaction product. The product is: [ClH:31].[Br:1][C:2]1[CH:3]=[CH:4][C:5]2[O:11][CH2:10][CH:9]3[CH2:12][NH:13][CH2:14][CH2:15][N:8]3[C:7](=[O:23])[C:6]=2[CH:24]=1.